This data is from Reaction yield outcomes from USPTO patents with 853,638 reactions. The task is: Predict the reaction yield, written as a fraction of the theoretical maximum amount of product (1.0 means a 100% yield; for example, 0.34 means a 34% yield). (1) The reactants are [CH:1]1([C:4]([C:6]2[CH:11]=[CH:10][C:9]([CH2:12][C:13](OC)=O)=[CH:8][CH:7]=2)=[O:5])[CH2:3][CH2:2]1.CO[C:19](=[O:22])[O:20][CH3:21].C[Si]([N-][Si](C)(C)C)(C)C.[Na+].IC. The catalyst is O1CCCC1.C(OCC)(=O)C.O. The product is [CH:1]1([C:4]([C:6]2[CH:7]=[CH:8][C:9]([CH2:12][CH:13]([C:19]([O:20][CH3:21])=[O:22])[C:19]([O:20][CH3:21])=[O:22])=[CH:10][CH:11]=2)=[O:5])[CH2:2][CH2:3]1. The yield is 0.160. (2) The reactants are [C:1]([C:5]1[NH:6][C:7]2[C:12]([CH:13]=1)=[CH:11][C:10]([N+:14]([O-])=O)=[CH:9][C:8]=2[CH2:17][OH:18])([CH3:4])([CH3:3])[CH3:2]. The catalyst is [Ni].CO. The product is [NH2:14][C:10]1[CH:11]=[C:12]2[C:7](=[C:8]([CH2:17][OH:18])[CH:9]=1)[NH:6][C:5]([C:1]([CH3:4])([CH3:3])[CH3:2])=[CH:13]2. The yield is 0.800.